From a dataset of Catalyst prediction with 721,799 reactions and 888 catalyst types from USPTO. Predict which catalyst facilitates the given reaction. Reactant: [H-].[H-].[H-].[H-].[Li+].[Al+3].[C:7]([O:11][C:12]([NH:14][C:15]1([C:30]([NH:32][C@H:33]([C:39]2[CH:44]=[CH:43][C:42]([Cl:45])=[CH:41][CH:40]=2)[CH2:34][C:35](OC)=[O:36])=[O:31])[CH2:20][CH2:19][N:18]([C:21]2[C:22]3[CH:29]=[CH:28][NH:27][C:23]=3[N:24]=[CH:25][N:26]=2)[CH2:17][CH2:16]1)=[O:13])([CH3:10])([CH3:9])[CH3:8]. Product: [Cl:45][C:42]1[CH:41]=[CH:40][C:39]([C@@H:33]([NH:32][C:30]([C:15]2([NH:14][C:12](=[O:13])[O:11][C:7]([CH3:9])([CH3:8])[CH3:10])[CH2:16][CH2:17][N:18]([C:21]3[C:22]4[CH:29]=[CH:28][NH:27][C:23]=4[N:24]=[CH:25][N:26]=3)[CH2:19][CH2:20]2)=[O:31])[CH2:34][CH2:35][OH:36])=[CH:44][CH:43]=1. The catalyst class is: 1.